Dataset: Forward reaction prediction with 1.9M reactions from USPTO patents (1976-2016). Task: Predict the product of the given reaction. Given the reactants C1(P(C2C=CC=CC=2)C2C=CC=CC=2)C=CC=CC=1.N1C=CN=C1.[I:25]I.O[CH2:28][CH2:29][C:30]1[CH:31]=[C:32]([C:36]2[CH:41]=[CH:40][CH:39]=[CH:38][CH:37]=2)[CH:33]=[CH:34][CH:35]=1, predict the reaction product. The product is: [I:25][CH2:28][CH2:29][C:30]1[CH:31]=[C:32]([C:36]2[CH:41]=[CH:40][CH:39]=[CH:38][CH:37]=2)[CH:33]=[CH:34][CH:35]=1.